This data is from Full USPTO retrosynthesis dataset with 1.9M reactions from patents (1976-2016). The task is: Predict the reactants needed to synthesize the given product. Given the product [Cl:1][C:2]1[C:7]2[N:8]=[C:9]([CH2:12][O:13][CH2:14][CH3:15])[N:10]([N:11]=[C:18]3[CH2:23][CH2:22][CH2:21][CH2:20][CH2:19]3)[C:6]=2[C:5]([CH3:16])=[C:4]([CH3:17])[N:3]=1, predict the reactants needed to synthesize it. The reactants are: [Cl:1][C:2]1[C:7]2[N:8]=[C:9]([CH2:12][O:13][CH2:14][CH3:15])[N:10]([NH2:11])[C:6]=2[C:5]([CH3:16])=[C:4]([CH3:17])[N:3]=1.[C:18]1(=O)[CH2:23][CH2:22][CH2:21][CH2:20][CH2:19]1.C1(C)C=CC(S([O-])(=O)=O)=CC=1.[NH+]1C=CC=CC=1.